Dataset: Reaction yield outcomes from USPTO patents with 853,638 reactions. Task: Predict the reaction yield, written as a fraction of the theoretical maximum amount of product (1.0 means a 100% yield; for example, 0.34 means a 34% yield). The reactants are [CH:1]([C:4]1[CH:25]=[CH:24][C:7]([CH2:8][C:9]2[C:21]([CH3:22])=[CH:20][C:19]([CH3:23])=[CH:18][C:10]=2[O:11][CH2:12][C:13]([O:15]CC)=[O:14])=[CH:6][CH:5]=1)([CH3:3])[CH3:2]. The catalyst is C(OCC)(=O)C.CCCCCC. The product is [CH:1]([C:4]1[CH:5]=[CH:6][C:7]([CH2:8][C:9]2[C:21]([CH3:22])=[CH:20][C:19]([CH3:23])=[CH:18][C:10]=2[O:11][CH2:12][C:13]([OH:15])=[O:14])=[CH:24][CH:25]=1)([CH3:3])[CH3:2]. The yield is 0.750.